From a dataset of hERG Central: cardiac toxicity at 1µM, 10µM, and general inhibition. Predict hERG channel inhibition at various concentrations. (1) The compound is O=C1c2ccccc2-c2c1cccc2C(=O)N1CCN(C(=O)c2ccco2)CC1. Results: hERG_inhib (hERG inhibition (general)): blocker. (2) The compound is O=C1C2CCCN2C(=O)N1CCCN1CCN(c2ccc([N+](=O)[O-])cc2)CC1. Results: hERG_inhib (hERG inhibition (general)): blocker. (3) The compound is CC(C)(C)n1nnnc1C(c1cccnc1)N1CCN(c2cccc(C(F)(F)F)c2)CC1.Cl. Results: hERG_inhib (hERG inhibition (general)): blocker. (4) The molecule is CCN(CCCNC(=O)COc1cc(=O)n(CC)c2ccccc12)c1ccccc1. Results: hERG_inhib (hERG inhibition (general)): blocker.